This data is from Reaction yield outcomes from USPTO patents with 853,638 reactions. The task is: Predict the reaction yield, written as a fraction of the theoretical maximum amount of product (1.0 means a 100% yield; for example, 0.34 means a 34% yield). (1) The reactants are [CH2:1]([C@H:8]([NH:21][C:22]([C@@H:24]([NH:35][C:36]([C@@H:38]([NH:40][C:41]([C:43]1[CH:47]=[C:46]([CH3:48])[O:45][N:44]=1)=[O:42])[CH3:39])=[O:37])[CH2:25][C:26]1[C:34]2[C:29](=[CH:30][CH:31]=[CH:32][CH:33]=2)[NH:28][CH:27]=1)=[O:23])[CH:9]([C:11](=[O:20])[NH:12][CH2:13][C:14]1[CH:19]=[CH:18][CH:17]=[CH:16][CH:15]=1)[OH:10])[C:2]1[CH:7]=[CH:6][CH:5]=[CH:4][CH:3]=1.CC(OI1(OC(C)=O)(OC(C)=O)OC(=O)C2C=CC=CC1=2)=O. The catalyst is ClCCl. The product is [CH2:1]([C@H:8]([NH:21][C:22]([C@@H:24]([NH:35][C:36]([C@@H:38]([NH:40][C:41]([C:43]1[CH:47]=[C:46]([CH3:48])[O:45][N:44]=1)=[O:42])[CH3:39])=[O:37])[CH2:25][C:26]1[C:34]2[C:29](=[CH:30][CH:31]=[CH:32][CH:33]=2)[NH:28][CH:27]=1)=[O:23])[C:9]([C:11](=[O:20])[NH:12][CH2:13][C:14]1[CH:15]=[CH:16][CH:17]=[CH:18][CH:19]=1)=[O:10])[C:2]1[CH:7]=[CH:6][CH:5]=[CH:4][CH:3]=1. The yield is 0.0900. (2) The reactants are C(N(CC)CC)C.[CH3:8][N:9]1[C:17]2[C:12](=[CH:13][CH:14]=[CH:15][CH:16]=2)[C:11]([CH:18]=[O:19])=[N:10]1.[F:20][C:21]1[CH:38]=[CH:37][C:24]([CH:25]=[N:26][C:27]2[CH:32]=[C:31]([O:33][CH3:34])[CH:30]=[C:29]([O:35][CH3:36])[CH:28]=2)=[CH:23][CH:22]=1. The catalyst is [Cl-].C([N+]1C(C)=C(CCO)SC=1)C1C=CC=CC=1.C(O)C. The product is [CH3:34][O:33][C:31]1[CH:32]=[C:27]([NH:26][CH:25]([C:24]2[CH:23]=[CH:22][C:21]([F:20])=[CH:38][CH:37]=2)[C:18]([C:11]2[C:12]3[C:17](=[CH:16][CH:15]=[CH:14][CH:13]=3)[N:9]([CH3:8])[N:10]=2)=[O:19])[CH:28]=[C:29]([O:35][CH3:36])[CH:30]=1. The yield is 0.150. (3) The reactants are [NH2:1][C:2]1[N:7]=[CH:6][N:5]=[C:4]2[N:8]([CH2:25][C@H:26]3[CH2:30][CH2:29][CH2:28][N:27]3[C:31](=[O:35])[CH2:32][C:33]#[N:34])[N:9]=[C:10]([C:11]3[CH:16]=[CH:15][C:14]([O:17][C:18]4[CH:23]=[CH:22][CH:21]=[CH:20][CH:19]=4)=[CH:13][C:12]=3[F:24])[C:3]=12.N1CCCCC1.[CH3:42][C:43]([N:47]1[CH2:52][CH2:51][CH2:50][CH2:49][CH2:48]1)([CH3:46])[CH:44]=O. The catalyst is C(O)C. The product is [NH2:1][C:2]1[N:7]=[CH:6][N:5]=[C:4]2[N:8]([CH2:25][C@H:26]3[CH2:30][CH2:29][CH2:28][N:27]3[C:31]([C:32](=[CH:42][C:43]([CH3:46])([N:47]3[CH2:52][CH2:51][CH2:50][CH2:49][CH2:48]3)[CH3:44])[C:33]#[N:34])=[O:35])[N:9]=[C:10]([C:11]3[CH:16]=[CH:15][C:14]([O:17][C:18]4[CH:19]=[CH:20][CH:21]=[CH:22][CH:23]=4)=[CH:13][C:12]=3[F:24])[C:3]=12. The yield is 0.0800. (4) The reactants are C(OC([C:11]1[C:19]2[C:14](=[CH:15][CH:16]=[C:17](OCCCl)[CH:18]=2)[NH:13][C:12]=1C)=O)C1C=CC=CC=1.C([O-])([O-])=O.[K+].[K+].CC12CC([NH:37]C1)CC(C)(C)C2. The catalyst is C(#N)C. The product is [NH:13]1[C:14]2[C:19](=[CH:18][CH:17]=[CH:16][CH:15]=2)[CH:11]=[C:12]1[NH2:37]. The yield is 0.150. (5) The reactants are [CH3:1][O:2][C:3]1[CH:4]=[C:5]([CH:7]=[C:8]([O:11][CH3:12])[C:9]=1[CH3:10])[NH2:6].C(=O)([O-])[O-].[K+].[K+].[CH3:19][C:20]([O:23][C:24](O[C:24]([O:23][C:20]([CH3:22])([CH3:21])[CH3:19])=[O:25])=[O:25])([CH3:22])[CH3:21]. The yield is 0.810. The catalyst is O1CCOCC1.O. The product is [C:20]([O:23][C:24](=[O:25])[NH:6][C:5]1[CH:7]=[C:8]([O:11][CH3:12])[C:9]([CH3:10])=[C:3]([O:2][CH3:1])[CH:4]=1)([CH3:22])([CH3:21])[CH3:19]. (6) The reactants are C([O:4][C@@H:5]([C@@H:9]([O:26]C(=O)C)[C:10]([NH:12][CH2:13][CH2:14][NH:15][C:16]([O:18][CH2:19][C:20]1[CH:25]=[CH:24][CH:23]=[CH:22][CH:21]=1)=[O:17])=[O:11])[C:6]([OH:8])=[O:7])(=O)C.[OH-].[K+].Cl. The catalyst is O. The product is [CH2:19]([O:18][C:16]([NH:15][CH2:14][CH2:13][NH:12][C:10](=[O:11])[C@H:9]([OH:26])[C@H:5]([OH:4])[C:6]([OH:8])=[O:7])=[O:17])[C:20]1[CH:25]=[CH:24][CH:23]=[CH:22][CH:21]=1. The yield is 0.450. (7) The reactants are [OH:1][C@H:2]1[CH2:7][CH2:6][C@H:5]([N:8]2[C:13](=[O:14])[C:12]([CH2:15][C:16]3[CH:21]=[CH:20][C:19]([C:22]4[C:23]([C:28]#[N:29])=[CH:24][CH:25]=[CH:26][CH:27]=4)=[CH:18][CH:17]=3)=[C:11]([CH2:30][CH2:31][CH3:32])[N:10]3[N:33]=[C:34]([CH3:36])[N:35]=[C:9]23)[CH2:4][CH2:3]1.[CH2:37]([O:39][C:40](=[O:46])[C:41](=[N+]=[N-])[CH2:42][CH3:43])[CH3:38].O. The catalyst is C1(C)C=CC=CC=1.C([O-])(=O)C.[Rh+2].C([O-])(=O)C. The product is [C:28]([C:23]1[CH:24]=[CH:25][CH:26]=[CH:27][C:22]=1[C:19]1[CH:20]=[CH:21][C:16]([CH2:15][C:12]2[C:13](=[O:14])[N:8]([C@H:5]3[CH2:6][CH2:7][C@H:2]([O:1][CH:41]([CH2:42][CH3:43])[C:40]([O:39][CH2:37][CH3:38])=[O:46])[CH2:3][CH2:4]3)[C:9]3[N:10]([N:33]=[C:34]([CH3:36])[N:35]=3)[C:11]=2[CH2:30][CH2:31][CH3:32])=[CH:17][CH:18]=1)#[N:29]. The yield is 0.730. (8) The reactants are [C:1]1(=[O:7])[O:6][C:4](=[O:5])[CH:3]=[CH:2]1.[O:8]1[CH:12]=[CH:11][CH:10]=[CH:9]1. The catalyst is C1(C)C=CC=CC=1. The product is [CH:9]12[O:8][CH:12]([CH:11]=[CH:10]1)[CH:3]1[CH:2]2[C:1](=[O:7])[O:6][C:4]1=[O:5]. The yield is 0.870. (9) The reactants are CN(C)CCC[O:6][C:7]1[CH:12]=[CH:11][C:10]([C:13]2[CH:14]=[C:15]3[C:25]4[C:20](=[CH:21][N:22]=[C:23]([C:26]5[CH:27]=[N:28][CH:29]=[CH:30][CH:31]=5)[CH:24]=4)[NH:19][C:16]3=[N:17][CH:18]=2)=[CH:9][CH:8]=1.CC1(C)C(C)(C)OB(C2C=CC(O)=CC=2)O1.BrC1C=C2C3C(=CN=C(C4C=NC=CC=4)C=3)NC2=NC=1. No catalyst specified. The product is [N:28]1[CH:29]=[CH:30][CH:31]=[C:26]([C:23]2[CH:24]=[C:25]3[C:15]4[C:16](=[N:17][CH:18]=[C:13]([C:10]5[CH:11]=[CH:12][C:7]([OH:6])=[CH:8][CH:9]=5)[CH:14]=4)[NH:19][C:20]3=[CH:21][N:22]=2)[CH:27]=1. The yield is 0.180.